This data is from Full USPTO retrosynthesis dataset with 1.9M reactions from patents (1976-2016). The task is: Predict the reactants needed to synthesize the given product. Given the product [CH3:14][O:15][C:16](=[O:24])[CH2:17][CH2:18][CH2:19][CH2:20][CH2:21][CH2:22][NH:23][C:8]1[CH:7]=[CH:6][C:5]([CH2:1][CH2:2][CH2:3][CH3:4])=[CH:12][CH:11]=1, predict the reactants needed to synthesize it. The reactants are: [CH2:1]([C:5]1[CH:12]=[CH:11][C:8](C=O)=[CH:7][CH:6]=1)[CH2:2][CH2:3][CH3:4].Cl.[CH3:14][O:15][C:16](=[O:24])[CH2:17][CH2:18][CH2:19][CH2:20][CH2:21][CH2:22][NH2:23].